Dataset: Reaction yield outcomes from USPTO patents with 853,638 reactions. Task: Predict the reaction yield, written as a fraction of the theoretical maximum amount of product (1.0 means a 100% yield; for example, 0.34 means a 34% yield). The reactants are [Cl:1][C:2]1[CH:3]=[CH:4][C:5]2[C:11](=[N:12][CH2:13][C:14]3[CH:19]=[CH:18][C:17]([O:20][CH3:21])=[CH:16][C:15]=3[O:22][CH3:23])[CH2:10][CH2:9][CH2:8][O:7][C:6]=2[CH:24]=1.C[O:26][CH:27]=[C:28]([C:33](OC)=O)[C:29]([O:31][CH3:32])=[O:30]. The catalyst is O(C1C=CC=CC=1)C1C=CC=CC=1. The product is [Cl:1][C:2]1[CH:3]=[CH:4][C:5]2[C:11]3[N:12]([CH2:13][C:14]4[CH:19]=[CH:18][C:17]([O:20][CH3:21])=[CH:16][C:15]=4[O:22][CH3:23])[C:27](=[O:26])[C:28]([C:29]([O:31][CH3:32])=[O:30])=[CH:33][C:10]=3[CH2:9][CH2:8][O:7][C:6]=2[CH:24]=1. The yield is 0.560.